Task: Predict the reaction yield, written as a fraction of the theoretical maximum amount of product (1.0 means a 100% yield; for example, 0.34 means a 34% yield).. Dataset: Reaction yield outcomes from USPTO patents with 853,638 reactions (1) The reactants are C([O:8][C:9]1[CH:18]=[CH:17][C:16]2[C:11](=[CH:12][CH:13]=[C:14]([O:19][CH3:20])[CH:15]=2)[C:10]=1[O:21][C:22]1[CH:36]=[CH:35][C:25]([O:26][CH2:27][CH2:28][N:29]2[CH2:34][CH2:33][CH2:32][CH2:31][CH2:30]2)=[CH:24][CH:23]=1)C1C=CC=CC=1.C([O-])=O.[NH4+]. The catalyst is [OH-].[OH-].[Pd+2].CO.C(OCC)(=O)C. The product is [CH3:20][O:19][C:14]1[CH:15]=[C:16]2[C:11](=[CH:12][CH:13]=1)[C:10]([O:21][C:22]1[CH:23]=[CH:24][C:25]([O:26][CH2:27][CH2:28][N:29]3[CH2:30][CH2:31][CH2:32][CH2:33][CH2:34]3)=[CH:35][CH:36]=1)=[C:9]([OH:8])[CH:18]=[CH:17]2. The yield is 0.985. (2) The reactants are [C:1](OC(=O)C)(=[O:3])[CH3:2].[CH3:8][O:9][C:10]1[CH:15]=[CH:14][C:13]([NH2:16])=[CH:12][CH:11]=1.CCCCCC. The catalyst is ClCCl. The product is [CH3:8][O:9][C:10]1[CH:15]=[CH:14][C:13]([NH:16][C:1](=[O:3])[CH3:2])=[CH:12][CH:11]=1. The yield is 0.927. (3) The reactants are [NH2:1][C:2]1[C:3]([C:12]([C:14]2[CH:19]=[CH:18][C:17]([F:20])=[CH:16][CH:15]=2)=O)=[CH:4][CH:5]=[C:6]2[C:11]=1[N:10]=[CH:9][CH:8]=[CH:7]2.[S:21](N)([NH2:24])(=[O:23])=[O:22].[H-].[H-].[H-].[H-].[Li+].[Al+3]. The catalyst is N1C=CC=CC=1. The product is [F:20][C:17]1[CH:18]=[CH:19][C:14]([CH:12]2[C:3]3[CH:4]=[CH:5][C:6]4[C:11](=[N:10][CH:9]=[CH:8][CH:7]=4)[C:2]=3[NH:1][S:21](=[O:23])(=[O:22])[NH:24]2)=[CH:15][CH:16]=1. The yield is 0.220. (4) The reactants are Cl[C:2]1[S:3][C:4]([CH2:22][N:23]2[CH2:28][CH2:27][O:26][CH2:25][CH2:24]2)=[CH:5][C:6]=1[C:7](=[O:21])/[C:8](=[N:13]/[NH:14][C:15]1[CH:20]=[CH:19][CH:18]=[CH:17][CH:16]=1)/[C:9]([O:11][CH3:12])=[O:10].[H-].[Na+]. The catalyst is C1COCC1. The product is [N:23]1([CH2:22][C:4]2[S:3][C:2]3[N:14]([C:15]4[CH:20]=[CH:19][CH:18]=[CH:17][CH:16]=4)[N:13]=[C:8]([C:9]([O:11][CH3:12])=[O:10])[C:7](=[O:21])[C:6]=3[CH:5]=2)[CH2:28][CH2:27][O:26][CH2:25][CH2:24]1. The yield is 0.160. (5) The reactants are [F:1][C:2]1[CH:7]=[CH:6][C:5]([C:8]2[C:12]([CH2:13][OH:14])=[C:11]([CH3:15])[O:10][N:9]=2)=[CH:4][CH:3]=1.[H-].[Na+].Cl[C:19]1[CH:24]=[CH:23][C:22]([Br:25])=[CH:21][N:20]=1. The catalyst is C1COCC1.CO.O. The product is [Br:25][C:22]1[CH:23]=[CH:24][C:19]([O:14][CH2:13][C:12]2[C:8]([C:5]3[CH:4]=[CH:3][C:2]([F:1])=[CH:7][CH:6]=3)=[N:9][O:10][C:11]=2[CH3:15])=[N:20][CH:21]=1. The yield is 0.150. (6) The reactants are [CH3:1][O:2][CH2:3][C:4]1[S:8][C:7]2=[N:9][C:10]([C:12]([F:15])([F:14])[F:13])=[CH:11][N:6]2[N:5]=1.[Cl:16][C:17]([F:28])([F:27])[CH2:18][CH:19]1[CH2:23][N:22]([CH2:24]Cl)[C:21](=[O:26])[CH2:20]1.N1CCCC1=O.S1C=NN2C=CN=C12. The catalyst is O1CCOCC1.[Cl-].[Cl-].[Zn+2].O. The product is [Cl:16][C:17]([F:27])([F:28])[CH2:18][CH:19]1[CH2:23][N:22]([CH2:24][C:11]2[N:6]3[C:7]([S:8][C:4]([CH2:3][O:2][CH3:1])=[N:5]3)=[N:9][C:10]=2[C:12]([F:15])([F:13])[F:14])[C:21](=[O:26])[CH2:20]1. The yield is 0.740. (7) The reactants are [F:1][C:2]1[CH:7]=[C:6]([F:8])[CH:5]=[CH:4][C:3]=1[CH:9]1[CH2:13][CH2:12][CH2:11][C:10]1=[O:14].[C:15](Cl)([N:17]=[C:18]=[O:19])=[O:16].C1(C)C=CC=CC=1. The catalyst is C(OCC)(=O)C. The product is [F:1][C:2]1[CH:7]=[C:6]([F:8])[CH:5]=[CH:4][C:3]=1[CH:9]1[C:10]2[O:14][C:18](=[O:19])[NH:17][C:15](=[O:16])[C:11]=2[CH2:12][CH2:13]1. The yield is 0.364.